This data is from Full USPTO retrosynthesis dataset with 1.9M reactions from patents (1976-2016). The task is: Predict the reactants needed to synthesize the given product. (1) Given the product [OH:42][C:43]1[CH:44]=[C:46]([C:26]2[N:27]=[C:28]3[C:29]([N:37]=[CH:4][N:16]3[C:17]3[CH:22]=[CH:21][CH:20]=[CH:19][C:18]=3[O:23][CH3:24])=[C:30]([C:32]([NH2:53])=[O:34])[N:31]=2)[CH:47]=[CH:48][CH:49]=1, predict the reactants needed to synthesize it. The reactants are: ClC1N=C(C(OCC)=O)C([N+]([O-])=O)=[C:4]([NH:16][C:17]2[CH:22]=[CH:21][CH:20]=[CH:19][C:18]=2[O:23][CH3:24])N=1.Cl[C:26]1[N:31]=[C:30]([C:32]([O:34]CC)=O)[C:29]([N+:37]([O-])=O)=[C:28](Cl)[N:27]=1.C[O:42][C:43]1[CH:49]=[CH:48][CH:47]=[CH:46][C:44]=1N.C([N:53](C(C)C)CC)(C)C. (2) Given the product [CH:4]1([C:9]2[CH:10]=[C:11]([NH2:12])[O:3][N:2]=2)[CH2:8][CH2:7][CH2:6][CH2:5]1, predict the reactants needed to synthesize it. The reactants are: Cl.[NH2:2][OH:3].[CH:4]1([C:9](=O)[CH2:10][C:11]#[N:12])[CH2:8][CH2:7][CH2:6][CH2:5]1.[OH-].[Na+]. (3) Given the product [Cl:24][C:19]1[N:20]=[CH:21][C:22]2[NH:23][C:7](=[O:6])[CH2:8][CH2:9][N:10]([CH:11]3[CH2:15][CH2:14][CH:13]([CH3:16])[CH2:12]3)[C:17]=2[N:18]=1, predict the reactants needed to synthesize it. The reactants are: C(O)C.C([O:6][C:7](=O)[CH2:8][CH2:9][N:10]([C:17]1[C:22]([NH2:23])=[CH:21][N:20]=[C:19]([Cl:24])[N:18]=1)[CH:11]1[CH2:15][CH2:14][CH:13]([CH3:16])[CH2:12]1)C. (4) Given the product [CH:1]1([CH:6]([C:14]2[CH:19]=[CH:18][C:17]([CH2:20][N:21]3[CH2:29][C:28]4[C:23](=[CH:24][CH:25]=[CH:26][C:27]=4[F:30])[C:22]3=[O:31])=[CH:16][CH:15]=2)[C:7]([OH:9])=[O:8])[CH2:2][CH2:3][CH2:4][CH2:5]1, predict the reactants needed to synthesize it. The reactants are: [CH:1]1([CH:6]([C:14]2[CH:19]=[CH:18][C:17]([CH2:20][N:21]3[CH2:29][C:28]4[C:23](=[CH:24][CH:25]=[CH:26][C:27]=4[F:30])[C:22]3=[O:31])=[CH:16][CH:15]=2)[C:7]([O:9]C(C)(C)C)=[O:8])[CH2:5][CH2:4][CH2:3][CH2:2]1.FC(F)(F)C(O)=O. (5) Given the product [Cl:1][CH2:2][CH2:3][CH2:4][S:5]([O:8][CH2:9][C:10]([CH3:25])([CH3:26])[C@@H:11]([O:15][CH2:16][C:17]1[CH:18]=[CH:19][CH:20]=[CH:21][CH:22]=1)[C:12]([O:14][CH2:38][CH2:37][O:36][C:34]([O:33][CH:27]1[CH2:32][CH2:31][CH2:30][CH2:29][CH2:28]1)=[O:35])=[O:13])(=[O:6])=[O:7], predict the reactants needed to synthesize it. The reactants are: [Cl:1][CH2:2][CH2:3][CH2:4][S:5]([O:8][CH2:9][C:10]([CH3:26])([CH3:25])[C@@H:11]([O:15][CH2:16][C:17]1[CH:22]=[CH:21][C:20](OC)=[CH:19][CH:18]=1)[C:12]([OH:14])=[O:13])(=[O:7])=[O:6].[CH:27]1([O:33][C:34]([O:36][CH:37](Cl)[CH3:38])=[O:35])[CH2:32][CH2:31][CH2:30][CH2:29][CH2:28]1. (6) The reactants are: [F:1][C:2]1[C:11]([F:12])=[CH:10][C:9]2[O:13][CH2:14][CH:15]([CH3:16])[N:7]3[C:8]=2[C:3]=1[C:4](=[O:20])[C:5]([C:17]([OH:19])=[O:18])=[CH:6]3.[B:21](F)([F:23])[F:22]. Given the product [B:21]([F:23])([F:22])[O:18][C:17]([C:5]1[C:4](=[O:20])[C:3]2[C:8]3=[C:9]([O:13][CH2:14][CH:15]([CH3:16])[N:7]3[CH:6]=1)[CH:10]=[C:11]([F:12])[C:2]=2[F:1])=[O:19], predict the reactants needed to synthesize it. (7) Given the product [Br:1][C:2]1[C:6]2[C:7]([NH:19][CH2:18][C:13]3[CH:14]=[CH:15][CH:16]=[CH:17][N:12]=3)=[N:8][CH:9]=[CH:10][C:5]=2[S:4][CH:3]=1, predict the reactants needed to synthesize it. The reactants are: [Br:1][C:2]1[C:6]2[C:7](Cl)=[N:8][CH:9]=[CH:10][C:5]=2[S:4][CH:3]=1.[N:12]1[CH:17]=[CH:16][CH:15]=[CH:14][C:13]=1[CH2:18][NH2:19].C(N(CC)CC)C. (8) Given the product [CH:7]1([CH2:10][O:11][C:12]2[CH:13]=[CH:14][C:15]3[C:19]([CH:20]=2)=[N:18][N:17]([C@H:21]2[CH2:26][CH2:25][C@H:24]([CH2:27][OH:28])[CH2:23][CH2:22]2)[CH:16]=3)[CH2:9][CH2:8]1, predict the reactants needed to synthesize it. The reactants are: [H-].[Al+3].[Li+].[H-].[H-].[H-].[CH:7]1([CH2:10][O:11][C:12]2[CH:13]=[CH:14][C:15]3[C:19]([CH:20]=2)=[N:18][N:17]([C@H:21]2[CH2:26][CH2:25][C@H:24]([C:27](OC)=[O:28])[CH2:23][CH2:22]2)[CH:16]=3)[CH2:9][CH2:8]1.O.[OH-].[Na+]. (9) Given the product [Cl:1][C:2]1[CH:11]=[C:10]([C:12]([NH:65][CH2:64][C:63]2[CH:66]=[CH:67][CH:68]=[C:61]([Cl:60])[CH:62]=2)=[O:13])[CH:9]=[C:8]2[C:3]=1[C:4](=[O:26])[N:5]([C:16]1[N:21]=[C:20]([O:22][CH3:23])[C:19]([O:24][CH3:25])=[CH:18][N:17]=1)[C:6](=[S:15])[NH:7]2, predict the reactants needed to synthesize it. The reactants are: [Cl:1][C:2]1[CH:11]=[C:10]([C:12](O)=[O:13])[CH:9]=[C:8]2[C:3]=1[C:4](=[O:26])[N:5]([C:16]1[N:21]=[C:20]([O:22][CH3:23])[C:19]([O:24][CH3:25])=[CH:18][N:17]=1)[C:6](=[S:15])[NH:7]2.CCN(C(C)C)C(C)C.CN(C(ON1N=NC2C=CC=NC1=2)=[N+](C)C)C.F[P-](F)(F)(F)(F)F.[Cl:60][C:61]1[CH:62]=[C:63]([CH:66]=[CH:67][CH:68]=1)[CH2:64][NH2:65]. (10) Given the product [F:1][C:2]1([F:24])[CH2:7][CH2:6][CH2:5][CH:4]([CH2:8][NH:9][C:10]([C:12]2[C:13]3[CH:14]=[CH:15][C:16]([N:37]4[CH2:38][CH2:39][CH:35]([F:34])[CH2:36]4)=[N:17][C:18]=3[CH:19]=[CH:20][C:21]=2[Cl:22])=[O:11])[CH2:3]1, predict the reactants needed to synthesize it. The reactants are: [F:1][C:2]1([F:24])[CH2:7][CH2:6][CH2:5][CH:4]([CH2:8][NH:9][C:10]([C:12]2[C:13]3[CH:14]=[CH:15][C:16](Cl)=[N:17][C:18]=3[CH:19]=[CH:20][C:21]=2[Cl:22])=[O:11])[CH2:3]1.CCN(C(C)C)C(C)C.[F:34][CH:35]1[CH2:39][CH2:38][NH:37][CH2:36]1.